From a dataset of Catalyst prediction with 721,799 reactions and 888 catalyst types from USPTO. Predict which catalyst facilitates the given reaction. (1) Reactant: [F:1][C:2]1[CH:7]=[CH:6][C:5]([F:8])=[CH:4][C:3]=1[CH:9]([S:20]([C:23]1[CH:28]=[CH:27][C:26]([F:29])=[C:25]([CH3:30])[CH:24]=1)(=[O:22])=[O:21])[C:10]1[C:11]([CH3:19])=[CH:12][C:13]([C:16]([OH:18])=O)=[N:14][CH:15]=1.[NH2:31][CH2:32][CH2:33][OH:34].Cl.C(N=C=NCCCN(C)C)C.ON1C2C=CC=CC=2N=N1.C(N(CC)CC)C. Product: [F:1][C:2]1[CH:7]=[CH:6][C:5]([F:8])=[CH:4][C:3]=1[CH:9]([S:20]([C:23]1[CH:28]=[CH:27][C:26]([F:29])=[C:25]([CH3:30])[CH:24]=1)(=[O:21])=[O:22])[C:10]1[C:11]([CH3:19])=[CH:12][C:13]([C:16]([NH:31][CH2:32][CH2:33][OH:34])=[O:18])=[N:14][CH:15]=1. The catalyst class is: 34. (2) Product: [NH2:2][CH2:1][C@:3]1([CH2:12][C:13]([OH:15])=[O:14])[CH2:9][C@@H:8]2[C@H:4]1[CH:5]=[C:6]([CH2:10][CH3:11])[CH2:7]2. Reactant: [C:1]([C@:3]1([CH2:12][C:13]([O-:15])=[O:14])[CH2:9][C@@H:8]2[C@H:4]1[CH:5]=[C:6]([CH2:10][CH3:11])[CH2:7]2)#[N:2].C([NH3+])C1C=CC=CC=1.CC(OC)(C)C.Cl.[OH-].[Li+]. The catalyst class is: 6. (3) Reactant: [CH3:1][C:2]([CH2:15][CH2:16][CH2:17][CH:18]([CH3:30])[CH2:19][CH2:20][CH2:21][CH:22]([CH3:29])[CH2:23][CH2:24][CH2:25][CH:26]([CH3:28])[CH3:27])=[CH:3][CH2:4][CH2:5][CH2:6][O:7][C@H:8]([C@@H:11]([CH2:13][OH:14])[OH:12])[CH2:9][OH:10]. Product: [CH3:1][C:2]([CH2:15][CH2:16][CH2:17][CH:18]([CH3:30])[CH2:19][CH2:20][CH2:21][CH:22]([CH3:29])[CH2:23][CH2:24][CH2:25][CH:26]([CH3:28])[CH3:27])=[CH:3][CH2:4][CH2:5][CH2:6][O:7][C@H:8]([C@@H:11]([CH2:13][OH:14])[OH:12])[CH2:9][OH:10].[OH2:7]. The catalyst class is: 6. (4) Reactant: [Cl:1][C:2]1[CH:7]=[C:6]([NH:8][CH2:9][CH:10]2[CH2:15][CH2:14][N:13]([C:16]([O:18][C:19]([CH3:22])([CH3:21])[CH3:20])=[O:17])[CH2:12][CH2:11]2)[C:5](I)=[CH:4][N:3]=1.[CH3:24][O:25][CH2:26]/[CH:27]=[CH:28]/B1OC(C)(C)C(C)(C)O1.C(=O)([O-])[O-].[Na+].[Na+]. Product: [Cl:1][C:2]1[CH:7]=[C:6]([NH:8][CH2:9][CH:10]2[CH2:15][CH2:14][N:13]([C:16]([O:18][C:19]([CH3:22])([CH3:21])[CH3:20])=[O:17])[CH2:12][CH2:11]2)[C:5](/[CH:28]=[CH:27]/[CH2:26][O:25][CH3:24])=[CH:4][N:3]=1. The catalyst class is: 790. (5) Reactant: O=[C:2]([C:6]1[CH:11]=[CH:10][N:9]=[CH:8][CH:7]=1)[CH2:3][C:4]#[N:5].Cl.[NH2:13][OH:14]. Product: [N:9]1[CH:10]=[CH:11][C:6]([C:2]2[CH:3]=[C:4]([NH2:5])[O:14][N:13]=2)=[CH:7][CH:8]=1. The catalyst class is: 8.